This data is from Catalyst prediction with 721,799 reactions and 888 catalyst types from USPTO. The task is: Predict which catalyst facilitates the given reaction. Reactant: [NH:1]1[CH:5]=[C:4]([C:6]2[CH:7]=[CH:8][C:9]([CH3:12])=[N:10][CH:11]=2)[N:3]=[CH:2]1.C(=O)([O-])[O-].[K+].[K+].BrCCC[CH2:23][N:24]1[C:28](=[O:29])[C:27]2=[CH:30][CH:31]=[CH:32][CH:33]=[C:26]2[C:25]1=[O:34]. The catalyst class is: 3. Product: [CH3:12][C:9]1[N:10]=[CH:11][C:6]([C:4]2[N:3]=[CH:2][N:1]([CH2:23][N:24]3[C:28](=[O:29])[C:27]4[C:26](=[CH:33][CH:32]=[CH:31][CH:30]=4)[C:25]3=[O:34])[CH:5]=2)=[CH:7][CH:8]=1.